This data is from Full USPTO retrosynthesis dataset with 1.9M reactions from patents (1976-2016). The task is: Predict the reactants needed to synthesize the given product. (1) Given the product [OH:12][CH2:7][CH2:6][CH:5]([C:4]1[CH:3]=[C:2]([CH3:1])[CH:11]=[CH:10][C:9]=1[OH:8])[C:13]1[CH:14]=[CH:15][CH:16]=[CH:17][CH:18]=1, predict the reactants needed to synthesize it. The reactants are: [CH3:1][C:2]1[CH:3]=[C:4]2[C:9](=[CH:10][CH:11]=1)[O:8][C:7](=[O:12])[CH2:6][CH:5]2[C:13]1[CH:18]=[CH:17][CH:16]=[CH:15][CH:14]=1.[BH4-].[Na+].C(O)(=O)C. (2) Given the product [CH3:12][O:11][CH2:10][CH2:9][CH2:8][C:5]1[CH:4]=[CH:3][C:2]([Cl:1])=[CH:7][CH:6]=1, predict the reactants needed to synthesize it. The reactants are: [Cl:1][C:2]1[CH:7]=[CH:6][C:5]([CH2:8][CH2:9][CH2:10][OH:11])=[CH:4][CH:3]=1.[CH3:12]I.[H-].[Na+]. (3) Given the product [CH2:1]([CH:8]([NH:23][C:24]([C:26]1[CH:31]=[N:30][CH:29]=[CH:28][N:27]=1)=[O:25])[C:9]([NH:11][CH:12]([C:17]([N:19]([CH3:22])[N:20]([C:38]#[N:37])[CH3:21])=[O:18])[CH2:13][CH:14]([CH3:16])[CH3:15])=[O:10])[C:2]1[CH:7]=[CH:6][CH:5]=[CH:4][CH:3]=1, predict the reactants needed to synthesize it. The reactants are: [CH2:1]([CH:8]([NH:23][C:24]([C:26]1[CH:31]=[N:30][CH:29]=[CH:28][N:27]=1)=[O:25])[C:9]([NH:11][CH:12]([C:17]([N:19]([CH3:22])[NH:20][CH3:21])=[O:18])[CH2:13][CH:14]([CH3:16])[CH3:15])=[O:10])[C:2]1[CH:7]=[CH:6][CH:5]=[CH:4][CH:3]=1.C([O-])(=O)C.[Na+].[N:37]#[C:38]Br. (4) Given the product [C:54](=[S:55])([O:53][C:50]1[CH:51]=[CH:52][CH:47]=[CH:48][CH:49]=1)[O:6][C@H:7]1[CH2:8][C@@:9]2([CH2:37][CH:38]=[C:39]([CH3:41])[CH3:40])[C:30](=[O:33])[C@H:13]([C:12](=[O:34])[CH:11]=[C:10]2[O:35][CH3:36])[C@:14]1([CH3:29])[CH2:15][CH2:16][CH2:17][C:18]([CH3:19])([O:20][Si:21]([CH2:24][CH3:25])([CH2:22][CH3:23])[CH2:26][CH3:27])[CH3:28], predict the reactants needed to synthesize it. The reactants are: C1COCC1.[OH:6][C@@H:7]1[C@@:14]([CH3:29])([CH2:15][CH2:16][CH2:17][C:18]([CH3:28])([O:20][Si:21]([CH2:26][CH3:27])([CH2:24][CH3:25])[CH2:22][CH3:23])[CH3:19])[C@@H:13]2[C@:30]([OH:33])(OC)[C@@:9]([CH2:37][CH:38]=[C:39]([CH3:41])[CH3:40])([C:10]([O:35][CH3:36])=[CH:11][C:12]2=[O:34])[CH2:8]1.C([Li])CCC.[CH:47]1[CH:52]=[CH:51][C:50]([O:53][C:54](Cl)=[S:55])=[CH:49][CH:48]=1. (5) The reactants are: [NH2:1][C:2]1[CH:3]=[C:4]([CH:10]=[C:11]([N:13]2[CH2:18][CH2:17][O:16][CH2:15][CH2:14]2)[CH:12]=1)[C:5]([O:7][CH2:8][CH3:9])=[O:6].Cl[C:20]1[N:25]=[C:24]([N:26]([CH3:36])[C:27]2[CH:28]=[C:29]([CH2:34][OH:35])[CH:30]=[CH:31][C:32]=2[CH3:33])[CH:23]=[CH:22][N:21]=1. Given the product [OH:35][CH2:34][C:29]1[CH:30]=[CH:31][C:32]([CH3:33])=[C:27]([N:26]([CH3:36])[C:24]2[CH:23]=[CH:22][N:21]=[C:20]([NH:1][C:2]3[CH:3]=[C:4]([CH:10]=[C:11]([N:13]4[CH2:14][CH2:15][O:16][CH2:17][CH2:18]4)[CH:12]=3)[C:5]([O:7][CH2:8][CH3:9])=[O:6])[N:25]=2)[CH:28]=1, predict the reactants needed to synthesize it. (6) Given the product [CH2:8]([N:11]1[C:19]2[CH:18]=[CH:17][C:16]([C:20]([N:22]3[CH2:27][CH2:26][CH:25]([CH3:28])[CH2:24][CH2:23]3)=[O:21])=[CH:15][C:14]=2[C:13]2[CH2:29][NH:30][CH2:31][CH2:32][C:12]1=2)[CH:9]=[CH2:10].[F:4][C:3]([F:6])([F:5])[C:1]([OH:7])=[O:2], predict the reactants needed to synthesize it. The reactants are: [C:1]([OH:7])([C:3]([F:6])([F:5])[F:4])=[O:2].[CH2:8]([N:11]1[C:19]2[CH:18]=[CH:17][C:16]([C:20]([N:22]3[CH2:27][CH2:26][CH:25]([CH3:28])[CH2:24][CH2:23]3)=[O:21])=[CH:15][C:14]=2[C:13]2[CH2:29][N:30](C(OC(C)(C)C)=O)[CH2:31][CH2:32][C:12]1=2)[CH:9]=[CH2:10].